From a dataset of Forward reaction prediction with 1.9M reactions from USPTO patents (1976-2016). Predict the product of the given reaction. Given the reactants [NH2:1][C:2]1[CH:3]=[CH:4][C:5](Br)=[C:6]([C:8]([F:11])([F:10])[F:9])[CH:7]=1.[Br:13][C:14]1[CH:15]=[C:16](B(O)O)[CH:17]=[CH:18][CH:19]=1.C([O-])([O-])=O.[Na+].[Na+].CC#N.O.C(O)(C(F)(F)F)=O, predict the reaction product. The product is: [Br:13][C:14]1[CH:19]=[C:18]([C:5]2[CH:4]=[CH:3][C:2]([NH2:1])=[CH:7][C:6]=2[C:8]([F:11])([F:10])[F:9])[CH:17]=[CH:16][CH:15]=1.